Dataset: NCI-60 drug combinations with 297,098 pairs across 59 cell lines. Task: Regression. Given two drug SMILES strings and cell line genomic features, predict the synergy score measuring deviation from expected non-interaction effect. (1) Drug 1: CC1C(C(CC(O1)OC2CC(OC(C2O)C)OC3=CC4=CC5=C(C(=O)C(C(C5)C(C(=O)C(C(C)O)O)OC)OC6CC(C(C(O6)C)O)OC7CC(C(C(O7)C)O)OC8CC(C(C(O8)C)O)(C)O)C(=C4C(=C3C)O)O)O)O. Drug 2: C1=CC=C(C(=C1)C(C2=CC=C(C=C2)Cl)C(Cl)Cl)Cl. Cell line: OVCAR-5. Synergy scores: CSS=32.2, Synergy_ZIP=-0.438, Synergy_Bliss=1.84, Synergy_Loewe=-36.0, Synergy_HSA=0.617. (2) Drug 1: CCC(=C(C1=CC=CC=C1)C2=CC=C(C=C2)OCCN(C)C)C3=CC=CC=C3.C(C(=O)O)C(CC(=O)O)(C(=O)O)O. Drug 2: N.N.Cl[Pt+2]Cl. Cell line: T-47D. Synergy scores: CSS=32.1, Synergy_ZIP=-3.29, Synergy_Bliss=-1.83, Synergy_Loewe=-0.900, Synergy_HSA=1.26. (3) Drug 1: CC1=CC=C(C=C1)C2=CC(=NN2C3=CC=C(C=C3)S(=O)(=O)N)C(F)(F)F. Drug 2: C(CN)CNCCSP(=O)(O)O. Cell line: A498. Synergy scores: CSS=2.40, Synergy_ZIP=-2.52, Synergy_Bliss=-5.33, Synergy_Loewe=-0.0241, Synergy_HSA=-3.94. (4) Drug 1: CC1=C2C(C(=O)C3(C(CC4C(C3C(C(C2(C)C)(CC1OC(=O)C(C(C5=CC=CC=C5)NC(=O)OC(C)(C)C)O)O)OC(=O)C6=CC=CC=C6)(CO4)OC(=O)C)OC)C)OC. Drug 2: CCC1=CC2CC(C3=C(CN(C2)C1)C4=CC=CC=C4N3)(C5=C(C=C6C(=C5)C78CCN9C7C(C=CC9)(C(C(C8N6C)(C(=O)OC)O)OC(=O)C)CC)OC)C(=O)OC.C(C(C(=O)O)O)(C(=O)O)O. Cell line: KM12. Synergy scores: CSS=71.9, Synergy_ZIP=9.78, Synergy_Bliss=8.47, Synergy_Loewe=11.8, Synergy_HSA=13.8. (5) Drug 1: COC1=CC(=CC(=C1O)OC)C2C3C(COC3=O)C(C4=CC5=C(C=C24)OCO5)OC6C(C(C7C(O6)COC(O7)C8=CC=CS8)O)O. Drug 2: CC1CCC2CC(C(=CC=CC=CC(CC(C(=O)C(C(C(=CC(C(=O)CC(OC(=O)C3CCCCN3C(=O)C(=O)C1(O2)O)C(C)CC4CCC(C(C4)OC)O)C)C)O)OC)C)C)C)OC. Cell line: U251. Synergy scores: CSS=58.4, Synergy_ZIP=-4.63, Synergy_Bliss=-2.62, Synergy_Loewe=1.95, Synergy_HSA=3.47. (6) Drug 1: COC1=C(C=C2C(=C1)N=CN=C2NC3=CC(=C(C=C3)F)Cl)OCCCN4CCOCC4. Drug 2: CC1=C2C(C(=O)C3(C(CC4C(C3C(C(C2(C)C)(CC1OC(=O)C(C(C5=CC=CC=C5)NC(=O)C6=CC=CC=C6)O)O)OC(=O)C7=CC=CC=C7)(CO4)OC(=O)C)O)C)OC(=O)C. Cell line: SK-MEL-28. Synergy scores: CSS=27.1, Synergy_ZIP=3.14, Synergy_Bliss=3.48, Synergy_Loewe=-14.0, Synergy_HSA=5.87. (7) Drug 1: CC1=C(C(CCC1)(C)C)C=CC(=CC=CC(=CC(=O)O)C)C. Drug 2: CC12CCC3C(C1CCC2OP(=O)(O)O)CCC4=C3C=CC(=C4)OC(=O)N(CCCl)CCCl.[Na+]. Cell line: T-47D. Synergy scores: CSS=8.13, Synergy_ZIP=-4.21, Synergy_Bliss=1.71, Synergy_Loewe=-3.57, Synergy_HSA=0.790.